Dataset: Full USPTO retrosynthesis dataset with 1.9M reactions from patents (1976-2016). Task: Predict the reactants needed to synthesize the given product. (1) Given the product [CH3:8][C:6]1[N:5]=[C:4]([C:9]#[N:10])[CH:3]=[C:2]([O:11][C:12]2[CH:13]=[N:14][CH:15]=[N:16][CH:17]=2)[CH:7]=1, predict the reactants needed to synthesize it. The reactants are: Cl[C:2]1[CH:7]=[C:6]([CH3:8])[N:5]=[C:4]([C:9]#[N:10])[CH:3]=1.[OH:11][C:12]1[CH:13]=[N:14][CH:15]=[N:16][CH:17]=1.C([O-])([O-])=O.[K+].[K+]. (2) Given the product [CH2:1]([N:8]1[CH:13]=[CH:12][C:11]([O:14][CH2:15][C:16]2[CH:21]=[CH:20][CH:19]=[CH:18][CH:17]=2)=[C:10]([CH2:22][CH3:23])[C:9]1=[O:24])[C:2]1[CH:3]=[CH:4][CH:5]=[CH:6][CH:7]=1, predict the reactants needed to synthesize it. The reactants are: [CH2:1]([N:8]1[CH:13]=[CH:12][C:11]([O:14][CH2:15][C:16]2[CH:21]=[CH:20][CH:19]=[CH:18][CH:17]=2)=[C:10]([CH:22]=[CH2:23])[C:9]1=[O:24])[C:2]1[CH:7]=[CH:6][CH:5]=[CH:4][CH:3]=1.[H][H]. (3) Given the product [CH3:26][S:27]([O:18][CH2:17][CH2:16][N:4]1[CH2:5][CH2:6][CH:7]([NH:8][C:9]([O:10][C:11]([CH3:13])([CH3:14])[CH3:12])=[O:15])[CH:2]([F:1])[CH2:3]1)(=[O:29])=[O:28], predict the reactants needed to synthesize it. The reactants are: [F:1][CH:2]1[CH:7]([NH:8][C:9](=[O:15])[O:10][C:11]([CH3:14])([CH3:13])[CH3:12])[CH2:6][CH2:5][N:4]([CH2:16][CH2:17][OH:18])[CH2:3]1.C(N(CC)CC)C.[CH3:26][S:27](Cl)(=[O:29])=[O:28]. (4) Given the product [NH2:28][CH2:2][C:3]1[N:12]=[C:11]([N:13]([C:15]2[CH:20]=[CH:19][C:18]([O:21][CH3:22])=[C:17]([F:23])[CH:16]=2)[CH3:14])[C:10]2[C:5](=[CH:6][CH:7]=[CH:8][CH:9]=2)[N:4]=1, predict the reactants needed to synthesize it. The reactants are: Cl[CH2:2][C:3]1[N:12]=[C:11]([N:13]([C:15]2[CH:20]=[CH:19][C:18]([O:21][CH3:22])=[C:17]([F:23])[CH:16]=2)[CH3:14])[C:10]2[C:5](=[CH:6][CH:7]=[CH:8][CH:9]=2)[N:4]=1.Cl.ClCC1N=C(NC2C=CC(OC)=C(F)C=2)C2C(=CC=CC=2)[N:28]=1.CI.[H-].[Na+]. (5) The reactants are: [Cl:1][C:2]1[N:3]=[N:4][C:5]([N:8]2[CH2:13][CH2:12][N:11]([CH:14]3[CH2:16][CH2:15]3)[CH2:10][CH2:9]2)=[CH:6][CH:7]=1.[O:17]1[C:22]2[CH:23]=[CH:24][C:25](B(O)O)=[CH:26][C:21]=2[O:20][CH2:19][CH2:18]1. Given the product [ClH:1].[ClH:1].[CH:14]1([N:11]2[CH2:12][CH2:13][N:8]([C:5]3[N:4]=[N:3][C:2]([C:25]4[CH:24]=[CH:23][C:22]5[O:17][CH2:18][CH2:19][O:20][C:21]=5[CH:26]=4)=[CH:7][CH:6]=3)[CH2:9][CH2:10]2)[CH2:16][CH2:15]1, predict the reactants needed to synthesize it.